Dataset: Full USPTO retrosynthesis dataset with 1.9M reactions from patents (1976-2016). Task: Predict the reactants needed to synthesize the given product. (1) Given the product [C:1]([O:5][P:6]([CH:13]([OH:14])[C:15]1[CH:16]=[N:17][C:18]([CH3:30])=[C:19]([OH:22])[C:20]=1[CH3:21])(=[O:12])[O:7][C:8]([CH3:11])([CH3:10])[CH3:9])([CH3:2])([CH3:3])[CH3:4], predict the reactants needed to synthesize it. The reactants are: [C:1]([O:5][P:6]([CH:13]([C:15]1[CH:16]=[N:17][C:18]([CH3:30])=[C:19]([O:22]CC2C=CC=CC=2)[C:20]=1[CH3:21])[OH:14])(=[O:12])[O:7][C:8]([CH3:11])([CH3:10])[CH3:9])([CH3:4])([CH3:3])[CH3:2]. (2) Given the product [I:13][C:14]1[CH:19]=[CH:18][C:17]([O:20][CH2:2][C:3]([C:5]2[CH:10]=[CH:9][CH:8]=[C:7]([O:11][CH3:12])[CH:6]=2)=[O:4])=[CH:16][CH:15]=1, predict the reactants needed to synthesize it. The reactants are: Br[CH2:2][C:3]([C:5]1[CH:10]=[CH:9][CH:8]=[C:7]([O:11][CH3:12])[CH:6]=1)=[O:4].[I:13][C:14]1[CH:19]=[CH:18][C:17]([OH:20])=[CH:16][CH:15]=1.C(=O)([O-])[O-].[K+].[K+].Cl. (3) Given the product [Cl:12][C:11]1[CH:10]=[CH:9][C:4]([C:5]([O:7][CH3:8])=[O:6])=[C:3]([NH:13][CH2:14][CH2:15][CH2:16][OH:17])[C:2]=1[NH:1][C:27](=[S:28])[NH:26][C:20]1[CH:21]=[CH:22][C:23]([Cl:25])=[CH:24][C:19]=1[Cl:18], predict the reactants needed to synthesize it. The reactants are: [NH2:1][C:2]1[C:3]([NH:13][CH2:14][CH2:15][CH2:16][OH:17])=[C:4]([CH:9]=[CH:10][C:11]=1[Cl:12])[C:5]([O:7][CH3:8])=[O:6].[Cl:18][C:19]1[CH:24]=[C:23]([Cl:25])[CH:22]=[CH:21][C:20]=1[N:26]=[C:27]=[S:28]. (4) Given the product [C:59]([CH2:58][N:8]1[CH2:13][CH2:12][CH:11]([NH:14][C:15]([N:17]2[C@@:21]([C:23]3[CH:28]=[CH:27][C:26]([Cl:29])=[CH:25][CH:24]=3)([CH3:22])[C@@:20]([C:31]3[CH:36]=[CH:35][C:34]([Cl:37])=[CH:33][CH:32]=3)([CH3:30])[N:19]=[C:18]2[C:38]2[CH:39]=[N:40][C:41]([C:47]([CH3:50])([CH3:49])[CH3:48])=[CH:42][C:43]=2[O:44][CH2:45][CH3:46])=[O:16])[CH2:10][CH2:9]1)(=[O:60])[NH2:61], predict the reactants needed to synthesize it. The reactants are: C(OC([N:8]1[CH2:13][CH2:12][CH:11]([NH:14][C:15]([N:17]2[C@@:21]([C:23]3[CH:28]=[CH:27][C:26]([Cl:29])=[CH:25][CH:24]=3)([CH3:22])[C@@:20]([C:31]3[CH:36]=[CH:35][C:34]([Cl:37])=[CH:33][CH:32]=3)([CH3:30])[N:19]=[C:18]2[C:38]2[CH:39]=[N:40][C:41]([C:47]([CH3:50])([CH3:49])[CH3:48])=[CH:42][C:43]=2[O:44][CH2:45][CH3:46])=[O:16])[CH2:10][CH2:9]1)=O)(C)(C)C.C(=O)([O-])[O-].[K+].[K+].I[CH2:58][C:59]([NH2:61])=[O:60]. (5) Given the product [CH3:8][C:5]1[CH:6]=[CH:7][C:2]([NH:1][C:9](=[O:10])[O:11][C:12]([CH3:15])([CH3:14])[CH3:13])=[N:3][CH:4]=1, predict the reactants needed to synthesize it. The reactants are: [NH2:1][C:2]1[CH:7]=[CH:6][C:5]([CH3:8])=[CH:4][N:3]=1.[C:9](O[C:9]([O:11][C:12]([CH3:15])([CH3:14])[CH3:13])=[O:10])([O:11][C:12]([CH3:15])([CH3:14])[CH3:13])=[O:10].[Cl-].[Na+]. (6) Given the product [F:20][C:10]1[CH:9]=[C:8]([O:1][C:2]2[CH:7]=[CH:6][CH:5]=[CH:4][CH:3]=2)[CH:13]=[CH:12][C:11]=1[OH:14], predict the reactants needed to synthesize it. The reactants are: [O:1]([C:8]1[CH:13]=[CH:12][C:11]([OH:14])=[CH:10][CH:9]=1)[C:2]1[CH:7]=[CH:6][CH:5]=[CH:4][CH:3]=1.[O-]S(C(F)(F)[F:20])(=O)=O.ClC1C=[N+](F)C=C(Cl)C=1.